From a dataset of Peptide-MHC class I binding affinity with 185,985 pairs from IEDB/IMGT. Regression. Given a peptide amino acid sequence and an MHC pseudo amino acid sequence, predict their binding affinity value. This is MHC class I binding data. The peptide sequence is RQKLKDAEK. The MHC is HLA-B57:01 with pseudo-sequence HLA-B57:01. The binding affinity (normalized) is 0.0847.